The task is: Predict the product of the given reaction.. This data is from Forward reaction prediction with 1.9M reactions from USPTO patents (1976-2016). (1) Given the reactants [CH3:1][O:2][C:3](=[O:30])[CH2:4][N:5]1[CH2:11][C:10]([C:12](C)(C)[O:13][SiH2]C(C)(C)C)=[CH:9][CH2:8][CH:7]([NH:21]C(OC(C)(C)C)=O)[C:6]1=[O:29].C(O)(C(F)(F)F)=O, predict the reaction product. The product is: [CH3:1][O:2][C:3](=[O:30])[CH2:4][N:5]1[CH2:11][C:10]([CH2:12][OH:13])=[CH:9][CH2:8][CH:7]([NH2:21])[C:6]1=[O:29]. (2) Given the reactants [OH:1][C:2]1([C:14]2[S:15][C:16]([C:19]3[CH:24]=[C:23]([NH:25][C:26]4[N:31]=[C:30]([CH3:32])[CH:29]=[CH:28][N:27]=4)[CH:22]=[C:21]([CH3:33])[N:20]=3)=[CH:17][N:18]=2)[CH2:7][CH2:6][CH:5]([C:8]([O:10]C)=[O:9])[C:4]([CH3:13])([CH3:12])[CH2:3]1.[OH-].[Na+].CO.Cl, predict the reaction product. The product is: [OH:1][C:2]1([C:14]2[S:15][C:16]([C:19]3[CH:24]=[C:23]([NH:25][C:26]4[N:31]=[C:30]([CH3:32])[CH:29]=[CH:28][N:27]=4)[CH:22]=[C:21]([CH3:33])[N:20]=3)=[CH:17][N:18]=2)[CH2:7][CH2:6][CH:5]([C:8]([OH:10])=[O:9])[C:4]([CH3:13])([CH3:12])[CH2:3]1. (3) Given the reactants [Cl:1][C:2]1[CH:7]=[C:6]([Cl:8])[CH:5]=[CH:4][C:3]=1[C:9]1[N:10]=[C:11](/[CH:14]=[CH:15]/[C:16]2[CH:21]=[CH:20][C:19]([O:22][CH3:23])=[CH:18][CH:17]=2)[NH:12][CH:13]=1.Br[CH2:25][CH2:26][CH2:27][CH3:28], predict the reaction product. The product is: [CH2:25]([N:12]1[CH:13]=[C:9]([C:3]2[CH:4]=[CH:5][C:6]([Cl:8])=[CH:7][C:2]=2[Cl:1])[N:10]=[C:11]1/[CH:14]=[CH:15]/[C:16]1[CH:17]=[CH:18][C:19]([O:22][CH3:23])=[CH:20][CH:21]=1)[CH2:26][CH2:27][CH3:28]. (4) The product is: [C:18]([O:22][C:23]([N:25]1[CH2:30][CH2:29][CH2:28][CH:27]([NH:31][C:15](=[O:17])[CH2:14][C:10]2[S:9][C:8]([C:5]3[CH:4]=[CH:3][C:2]([Cl:1])=[CH:7][CH:6]=3)=[N:12][C:11]=2[CH3:13])[CH2:26]1)=[O:24])([CH3:21])([CH3:19])[CH3:20]. Given the reactants [Cl:1][C:2]1[CH:7]=[CH:6][C:5]([C:8]2[S:9][C:10]([CH2:14][C:15]([OH:17])=O)=[C:11]([CH3:13])[N:12]=2)=[CH:4][CH:3]=1.[C:18]([O:22][C:23]([N:25]1[CH2:30][CH2:29][CH2:28][CH:27]([NH2:31])[CH2:26]1)=[O:24])([CH3:21])([CH3:20])[CH3:19], predict the reaction product. (5) Given the reactants [H-].[Al+3].[Li+].[H-].[H-].[H-].[F:7][C:8]1[CH:13]=[C:12]([CH2:14][CH2:15][CH3:16])[CH:11]=[CH:10][C:9]=1[C:17]1[CH:22]=[CH:21][C:20]([C:23](O)=[O:24])=[CH:19][CH:18]=1.Cl.CCOCC, predict the reaction product. The product is: [F:7][C:8]1[CH:13]=[C:12]([CH2:14][CH2:15][CH3:16])[CH:11]=[CH:10][C:9]=1[C:17]1[CH:18]=[CH:19][C:20]([CH2:23][OH:24])=[CH:21][CH:22]=1. (6) Given the reactants Br[C:2]1[CH:3]=[C:4]2[C:8](=[CH:9][CH:10]=1)[N:7]([C:11]([O:13][C:14]([CH3:17])([CH3:16])[CH3:15])=[O:12])[N:6]=[CH:5]2.[CH:18]1([NH:21][C:22]([C:24]2[CH:25]=[C:26]([F:34])[C:27]([CH3:33])=[C:28](B(O)O)[CH:29]=2)=[O:23])[CH2:20][CH2:19]1.C(=O)([O-])[O-].[Na+].[Na+], predict the reaction product. The product is: [CH:18]1([NH:21][C:22]([C:24]2[CH:25]=[C:26]([F:34])[C:27]([CH3:33])=[C:28]([C:2]3[CH:3]=[C:4]4[C:8](=[CH:9][CH:10]=3)[N:7]([C:11]([O:13][C:14]([CH3:17])([CH3:16])[CH3:15])=[O:12])[N:6]=[CH:5]4)[CH:29]=2)=[O:23])[CH2:20][CH2:19]1. (7) The product is: [CH3:33][O:34][C:35]1[CH:36]=[C:37]([NH:41][C:42]([N:14]2[CH2:15][CH2:16][CH2:17][CH:12]([C:6]3([CH2:18][C:19]4[CH:24]=[CH:23][CH:22]=[C:21]([Cl:25])[CH:20]=4)[C:5]4[C:9](=[CH:10][C:2]([Cl:1])=[CH:3][CH:4]=4)[NH:8][C:7]3=[O:11])[CH2:13]2)=[O:43])[CH:38]=[CH:39][CH:40]=1. Given the reactants [Cl:1][C:2]1[CH:10]=[C:9]2[C:5]([C:6]([CH2:18][C:19]3[CH:24]=[CH:23][CH:22]=[C:21]([Cl:25])[CH:20]=3)([CH:12]3[CH2:17][CH2:16][CH2:15][NH:14][CH2:13]3)[C:7](=[O:11])[NH:8]2)=[CH:4][CH:3]=1.C(N(CC)CC)C.[CH3:33][O:34][C:35]1[CH:36]=[C:37]([N:41]=[C:42]=[O:43])[CH:38]=[CH:39][CH:40]=1, predict the reaction product. (8) Given the reactants [CH:1]1([N:6]2[C:15]3[N:14]=[C:13]([NH:16][C:17]4[CH:25]=[CH:24][C:20]([C:21](O)=[O:22])=[CH:19][C:18]=4[O:26][CH3:27])[N:12]=[CH:11][C:10]=3[N:9]=[C:8]([CH3:28])[C:7]2=[O:29])[CH2:5][CH2:4][CH2:3][CH2:2]1.[CH2:30]([N:32]([CH2:35][CH3:36])[CH2:33][CH3:34])C.[N:37]1(OC(N(C)C)=[N+](C)C)[C:41]2C=CC=CC=2N=N1.F[B-](F)(F)F.CN1CCCCC1, predict the reaction product. The product is: [CH:1]1([N:6]2[C:15]3[N:14]=[C:13]([NH:16][C:17]4[CH:25]=[CH:24][C:20]([C:21]([NH:37][CH:41]5[CH2:36][CH2:35][N:32]([CH3:30])[CH2:33][CH2:34]5)=[O:22])=[CH:19][C:18]=4[O:26][CH3:27])[N:12]=[CH:11][C:10]=3[N:9]=[C:8]([CH3:28])[C:7]2=[O:29])[CH2:2][CH2:3][CH2:4][CH2:5]1. (9) Given the reactants [C:1]1([N:7]2[C:12](=[O:13])[C:11]3[S:14][CH:15]=[C:16]([C:17]4[CH:22]=[CH:21][CH:20]=[CH:19][CH:18]=4)[C:10]=3[N:9]=[CH:8]2)[CH:6]=[CH:5][CH:4]=[CH:3][CH:2]=1.N[C:24]1[C:28]([C:29]2C=CC=CC=2)=[CH:27]SC=1C(OC)=O.C(OCC)(OCC)OCC.C(C1CCC(N)CC1)(C)(C)C, predict the reaction product. The product is: [C:28]([CH:4]1[CH2:5][CH2:6][CH:1]([N:7]2[C:12](=[O:13])[C:11]3[S:14][CH:15]=[C:16]([C:17]4[CH:18]=[CH:19][CH:20]=[CH:21][CH:22]=4)[C:10]=3[N:9]=[CH:8]2)[CH2:2][CH2:3]1)([CH3:29])([CH3:24])[CH3:27].